This data is from Full USPTO retrosynthesis dataset with 1.9M reactions from patents (1976-2016). The task is: Predict the reactants needed to synthesize the given product. (1) Given the product [CH:20]([C:19]1[CH:22]=[CH:23][C:16]([N:12]2[CH2:11][CH2:10][CH:9]([N:5]([CH:2]([CH3:4])[CH3:3])[C:6](=[O:8])[CH3:7])[CH2:14][CH2:13]2)=[CH:17][CH:18]=1)=[O:21], predict the reactants needed to synthesize it. The reactants are: Cl.[CH:2]([N:5]([CH:9]1[CH2:14][CH2:13][NH:12][CH2:11][CH2:10]1)[C:6](=[O:8])[CH3:7])([CH3:4])[CH3:3].F[C:16]1[CH:23]=[CH:22][C:19]([CH:20]=[O:21])=[CH:18][CH:17]=1.C([O-])([O-])=O.[K+].[K+]. (2) Given the product [F:33][C:34]([F:39])([F:38])[C:35]([OH:37])=[O:36].[F:33][C:34]([F:39])([F:38])[C:35]([OH:37])=[O:36].[NH2:1][C:2]1[C:3]([C:4]([C:6]2[C:15]3[C:10](=[CH:11][CH:12]=[CH:13][CH:14]=3)[CH:9]=[C:8]([N:16]3[CH2:21][CH2:20][NH:19][CH2:18][CH2:17]3)[N:7]=2)=[O:5])=[CH:29][CH:30]=[CH:31][N:32]=1, predict the reactants needed to synthesize it. The reactants are: [NH2:1][C:2]1[N:32]=[CH:31][CH:30]=[CH:29][C:3]=1[C:4]([C:6]1[C:15]2[C:10](=[CH:11][CH:12]=[CH:13][CH:14]=2)[CH:9]=[C:8]([N:16]2[CH2:21][CH2:20][N:19](C(OC(C)(C)C)=O)[CH2:18][CH2:17]2)[N:7]=1)=[O:5].[F:33][C:34]([F:39])([F:38])[C:35]([OH:37])=[O:36].